From a dataset of Full USPTO retrosynthesis dataset with 1.9M reactions from patents (1976-2016). Predict the reactants needed to synthesize the given product. Given the product [Br:12][C:10]1[C:5]2[C:4]([Cl:11])=[N:3][C:2]([Cl:1])=[N:7][C:6]=2[NH:8][CH:9]=1, predict the reactants needed to synthesize it. The reactants are: [Cl:1][C:2]1[N:3]=[C:4]([Cl:11])[C:5]2[CH:10]=[CH:9][NH:8][C:6]=2[N:7]=1.[Br:12]Br.CCOC(C)=O.[O-]S([O-])=O.[Na+].[Na+].